From a dataset of Full USPTO retrosynthesis dataset with 1.9M reactions from patents (1976-2016). Predict the reactants needed to synthesize the given product. Given the product [OH:1][B:2]1[C:6]2[CH:7]=[CH:8][CH:9]=[CH:10][C:5]=2[CH:4]([CH2:11][NH:12][C:18](=[O:19])[O:17][C:14]([CH3:16])([CH3:15])[CH3:13])[O:3]1, predict the reactants needed to synthesize it. The reactants are: [OH:1][B:2]1[C:6]2[CH:7]=[CH:8][CH:9]=[CH:10][C:5]=2[CH:4]([C:11]#[N:12])[O:3]1.[CH3:13][C:14]([O:17][C:18](O[C:18]([O:17][C:14]([CH3:16])([CH3:15])[CH3:13])=[O:19])=[O:19])([CH3:16])[CH3:15].[BH4-].[Na+].